From a dataset of Reaction yield outcomes from USPTO patents with 853,638 reactions. Predict the reaction yield, written as a fraction of the theoretical maximum amount of product (1.0 means a 100% yield; for example, 0.34 means a 34% yield). (1) The reactants are [Br:1][C:2]1[CH:11]=[C:10]2[C:5]([C:6]([C:16]#[C:17][Si](C)(C)C)=[C:7]([NH:12]C(=O)C)[N:8]=[CH:9]2)=[CH:4][CH:3]=1.CCCC[N+](CCCC)(CCCC)CCCC.[F-]. The catalyst is C1COCC1. The product is [Br:1][C:2]1[CH:3]=[CH:4][C:5]2[C:6]3[CH:16]=[CH:17][NH:12][C:7]=3[N:8]=[CH:9][C:10]=2[CH:11]=1. The yield is 1.00. (2) The reactants are [C:1]1([C:9]2[CH:14]=[CH:13][CH:12]=[CH:11][CH:10]=2)[CH:6]=[CH:5][C:4]([CH:7]=O)=[CH:3][CH:2]=1.[CH3:15][O:16][C:17](=[O:38])[CH:18]=P(C1C=CC=CC=1)(C1C=CC=CC=1)C1C=CC=CC=1. The catalyst is CC#N. The product is [CH3:15][O:16][C:17](=[O:38])[CH:18]=[CH:7][C:4]1[CH:5]=[CH:6][C:1]([C:9]2[CH:14]=[CH:13][CH:12]=[CH:11][CH:10]=2)=[CH:2][CH:3]=1. The yield is 0.980. (3) The yield is 0.650. The product is [C:1]([O:5][C:6]([CH2:8][O:9][C:10]1[CH:15]=[CH:14][C:13]([C:16]2[C:17]3[NH:21][C:20]([CH:22]=[C:23]4[N:46]=[C:26]([C:27]([CH:39]([CH2:43][CH2:44][P:49]([O:52][CH3:53])([O:50][CH3:51])=[O:48])[CH2:40][CH2:41][P:49]([O:52][CH3:53])([O:50][CH3:51])=[O:48])=[C:28]5[NH:38][C:31](=[CH:32][C:33]6[CH:34]=[CH:35][C:36]=2[N:37]=6)[CH:30]=[CH:29]5)[CH:25]=[CH:24]4)=[CH:19][CH:18]=3)=[CH:12][CH:11]=1)=[O:7])([CH3:4])([CH3:3])[CH3:2]. No catalyst specified. The reactants are [C:1]([O:5][C:6]([CH2:8][O:9][C:10]1[CH:15]=[CH:14][C:13]([C:16]2[C:17]3[NH:21][C:20]([CH:22]=[C:23]4[N:46]=[C:26]([C:27]([CH:39]([CH2:43][CH2:44]Br)[CH2:40][CH2:41]Br)=[C:28]5[NH:38][C:31](=[CH:32][C:33]6[CH:34]=[CH:35][C:36]=2[N:37]=6)[CH:30]=[CH:29]5)[CH:25]=[CH:24]4)=[CH:19][CH:18]=3)=[CH:12][CH:11]=1)=[O:7])([CH3:4])([CH3:3])[CH3:2].C[O:48][P:49]([O:52][CH3:53])[O:50][CH3:51]. (4) The yield is 0.120. The reactants are [CH3:1][O:2][C:3](=[O:13])[CH2:4][O:5][CH2:6][CH:7]1[CH2:12][CH2:11][NH:10][CH2:9][CH2:8]1.Cl[CH2:15][C:16]1[CH:38]=[CH:37][C:19]([CH2:20][N:21]2[C:29](=[O:30])[NH:28][C:27]3[C:22]2=[N:23][C:24]([O:32][CH2:33][CH2:34][O:35][CH3:36])=[N:25][C:26]=3[NH2:31])=[CH:18][CH:17]=1. The product is [CH3:1][O:2][C:3]([CH2:4][O:5][CH2:6][CH:7]1[CH2:8][CH2:9][N:10]([CH2:15][C:16]2[CH:17]=[CH:18][C:19]([CH2:20][N:21]3[C:29](=[O:30])[NH:28][C:27]4[C:22]3=[N:23][C:24]([O:32][CH2:33][CH2:34][O:35][CH3:36])=[N:25][C:26]=4[NH2:31])=[CH:37][CH:38]=2)[CH2:11][CH2:12]1)=[O:13]. No catalyst specified. (5) The reactants are [C:1]1([CH3:18])[CH:6]=[CH:5][C:4]([S:7]([O:10][CH2:11][CH2:12][S:13][C:14]([F:17])([F:16])[F:15])(=[O:9])=[O:8])=[CH:3][CH:2]=1.ClC1C=CC=C(C(OO)=[O:27])C=1. The catalyst is ClCCl. The product is [C:1]1([CH3:18])[CH:2]=[CH:3][C:4]([S:7]([O:10][CH2:11][CH2:12][S:13]([C:14]([F:16])([F:17])[F:15])=[O:27])(=[O:8])=[O:9])=[CH:5][CH:6]=1. The yield is 1.00.